Dataset: Forward reaction prediction with 1.9M reactions from USPTO patents (1976-2016). Task: Predict the product of the given reaction. Given the reactants [H-].[Na+].[CH3:3]N(C)C=O.[CH3:8][N:9]1[C:13]([NH:14][C:15](=[O:26])[C:16]2[CH:21]=[CH:20][C:19]([C:22]([F:25])([F:24])[F:23])=[CH:18][CH:17]=2)=[CH:12][CH:11]=[N:10]1.CI, predict the reaction product. The product is: [CH3:3][N:14]([C:13]1[N:9]([CH3:8])[N:10]=[CH:11][CH:12]=1)[C:15](=[O:26])[C:16]1[CH:17]=[CH:18][C:19]([C:22]([F:23])([F:24])[F:25])=[CH:20][CH:21]=1.